Dataset: Forward reaction prediction with 1.9M reactions from USPTO patents (1976-2016). Task: Predict the product of the given reaction. (1) The product is: [Cl:35][C:21]1[C:20]([Cl:36])=[C:19]([C:7]2[S:6][C:5]([C:8]3[O:12][C:11]([CH2:13][C:14]([OH:16])([CH3:17])[CH3:15])=[N:10][N:9]=3)=[N:4][C:3]=2[CH2:2][OH:1])[CH:24]=[CH:23][C:22]=1[S:25]([NH:28][C@@H:29]([CH3:34])[C:30]([F:33])([F:31])[F:32])(=[O:27])=[O:26]. Given the reactants [OH:1][CH2:2][C:3]1[N:4]=[C:5]([C:8]2[O:12][C:11]([CH2:13][C:14]([CH3:17])([OH:16])[CH3:15])=[N:10][N:9]=2)[S:6][CH:7]=1.Br[C:19]1[CH:24]=[CH:23][C:22]([S:25]([NH:28][C@@H:29]([CH3:34])[C:30]([F:33])([F:32])[F:31])(=[O:27])=[O:26])=[C:21]([Cl:35])[C:20]=1[Cl:36].P(C1CCCCC1)(C1CCCCC1)C1CCCCC1.[H+].[B-](F)(F)(F)F.C(O)(C(C)(C)C)=O.C([O-])([O-])=O.[K+].[K+], predict the reaction product. (2) Given the reactants Cl[C:2]1[N:7]=[C:6]([C:8]([NH:10][CH:11]([C:15]2[CH:20]=[CH:19][C:18]([O:21][C:22]([F:25])([F:24])[F:23])=[CH:17][CH:16]=2)[CH2:12][O:13][CH3:14])=[O:9])[CH:5]=[C:4]([O:26][CH3:27])[N:3]=1.[CH2:28](B1OC(C)(C)C(C)(C)O1)[C:29]1[CH:34]=[CH:33][CH:32]=[CH:31][CH:30]=1.P([O-])([O-])([O-])=O.[K+].[K+].[K+].COCCOC, predict the reaction product. The product is: [CH2:28]([C:2]1[N:7]=[C:6]([C:8]([NH:10][CH:11]([C:15]2[CH:20]=[CH:19][C:18]([O:21][C:22]([F:25])([F:24])[F:23])=[CH:17][CH:16]=2)[CH2:12][O:13][CH3:14])=[O:9])[CH:5]=[C:4]([O:26][CH3:27])[N:3]=1)[C:29]1[CH:34]=[CH:33][CH:32]=[CH:31][CH:30]=1. (3) The product is: [Br:1][C:2]1[CH:17]=[C:5]2[N:6]=[C:7]([CH3:16])[C:8]([CH2:11][C:12]([O:14][CH3:15])=[O:13])=[C:9]([Cl:20])[N:4]2[N:3]=1. Given the reactants [Br:1][C:2]1[CH:17]=[C:5]2[NH:6][C:7]([CH3:16])=[C:8]([CH2:11][C:12]([O:14][CH3:15])=[O:13])[C:9](=O)[N:4]2[N:3]=1.O=P(Cl)(Cl)[Cl:20], predict the reaction product. (4) Given the reactants BrCCO.OCC[O:8][C:9]1[CH:10]=[C:11]([CH:14]=[CH:15][C:16]=1[O:17][CH:18]([CH3:20])[CH3:19])[CH:12]=[O:13], predict the reaction product. The product is: [OH:8][C:9]1[CH:10]=[C:11]([CH:14]=[CH:15][C:16]=1[O:17][CH:18]([CH3:20])[CH3:19])[CH:12]=[O:13]. (5) Given the reactants [Cl:1][C:2]1[S:6][C:5]2[C:7]3([O:31][CH2:32][C:33]([F:35])([F:34])[C:4]=2[CH:3]=1)[CH2:12][CH2:11][N:10]([CH2:13][C:14]1[C:15]([CH3:30])=[N:16][N:17]([C:19]2[C:28]([F:29])=[CH:27][CH:26]=[CH:25][C:20]=2[C:21](OC)=[O:22])[CH:18]=1)[CH2:9][CH2:8]3.[H-].[Al+3].[Li+].[H-].[H-].[H-], predict the reaction product. The product is: [Cl:1][C:2]1[S:6][C:5]2[C:7]3([O:31][CH2:32][C:33]([F:35])([F:34])[C:4]=2[CH:3]=1)[CH2:8][CH2:9][N:10]([CH2:13][C:14]1[C:15]([CH3:30])=[N:16][N:17]([C:19]2[C:28]([F:29])=[CH:27][CH:26]=[CH:25][C:20]=2[CH2:21][OH:22])[CH:18]=1)[CH2:11][CH2:12]3. (6) The product is: [Cl:25][C:20]1[CH:21]=[CH:22][CH:23]=[CH:24][C:19]=1[N:17]([CH3:18])[C:15]([C:13]1[S:12][C:11]2[C:5]3[CH:4]=[CH:3][C:2]([C:33]4[CH:32]=[CH:31][CH:30]=[C:29]([CH2:28][OH:27])[CH:34]=4)=[CH:26][C:6]=3[O:7][CH2:8][CH2:9][C:10]=2[CH:14]=1)=[O:16]. Given the reactants Br[C:2]1[CH:3]=[CH:4][C:5]2[C:11]3[S:12][C:13]([C:15]([N:17]([C:19]4[CH:24]=[CH:23][CH:22]=[CH:21][C:20]=4[Cl:25])[CH3:18])=[O:16])=[CH:14][C:10]=3[CH2:9][CH2:8][O:7][C:6]=2[CH:26]=1.[OH:27][CH2:28][C:29]1[CH:30]=[C:31](B(O)O)[CH:32]=[CH:33][CH:34]=1, predict the reaction product. (7) Given the reactants Br[C:2]1[S:3][CH:4]=[C:5]([C:7]([O:9][CH3:10])=[O:8])[N:6]=1.[F:11][C:12]1[CH:17]=[C:16]([O:18][CH3:19])[CH:15]=[C:14]([F:20])[C:13]=1B(O)O.[F-].[K+].C(P(C(C)(C)C)C(C)(C)C)(C)(C)C, predict the reaction product. The product is: [F:11][C:12]1[CH:17]=[C:16]([O:18][CH3:19])[CH:15]=[C:14]([F:20])[C:13]=1[C:2]1[S:3][CH:4]=[C:5]([C:7]([O:9][CH3:10])=[O:8])[N:6]=1. (8) Given the reactants [C:1]([S:5]([N:7]=[C:8]1[CH2:13][CH2:12][CH:11]([NH:14][C:15](=[O:21])[O:16][C:17]([CH3:20])([CH3:19])[CH3:18])[CH2:10][CH2:9]1)=[O:6])([CH3:4])([CH3:3])[CH3:2].[CH3:22][Al](C)C.[Li]C.COCOC, predict the reaction product. The product is: [CH3:2][C:1]([CH3:4])([S:5]([NH:7][C:8]1([CH3:22])[CH2:13][CH2:12][CH:11]([NH:14][C:15](=[O:21])[O:16][C:17]([CH3:20])([CH3:19])[CH3:18])[CH2:10][CH2:9]1)=[O:6])[CH3:3].